This data is from NCI-60 drug combinations with 297,098 pairs across 59 cell lines. The task is: Regression. Given two drug SMILES strings and cell line genomic features, predict the synergy score measuring deviation from expected non-interaction effect. Drug 1: CC1C(C(CC(O1)OC2CC(CC3=C2C(=C4C(=C3O)C(=O)C5=C(C4=O)C(=CC=C5)OC)O)(C(=O)C)O)N)O.Cl. Drug 2: CC1CCCC2(C(O2)CC(NC(=O)CC(C(C(=O)C(C1O)C)(C)C)O)C(=CC3=CSC(=N3)C)C)C. Cell line: LOX IMVI. Synergy scores: CSS=7.41, Synergy_ZIP=-9.40, Synergy_Bliss=-2.06, Synergy_Loewe=-0.490, Synergy_HSA=-0.665.